This data is from Catalyst prediction with 721,799 reactions and 888 catalyst types from USPTO. The task is: Predict which catalyst facilitates the given reaction. (1) Reactant: [CH:1]1([C:4]2[NH:8][N:7]=[C:6]([NH:9][C:10]3[CH:15]=[CH:14][N:13]=[C:12]([NH:16]CC4C=CC5N(C6CCCCO6)C=NC=5C=4)[N:11]=3)[CH:5]=2)[CH2:3][CH2:2]1.CC1C=CC(S(O)(=O)=O)=CC=1.O. Product: [CH:1]1([C:4]2[NH:8][N:7]=[C:6]([NH:9][C:10]3[CH:15]=[CH:14][N:13]=[C:12]([NH2:16])[N:11]=3)[CH:5]=2)[CH2:3][CH2:2]1. The catalyst class is: 24. (2) Reactant: [CH3:1][C@@H:2]1[CH2:7][NH:6][CH2:5][CH2:4][NH:3]1.Br[C:9]1[CH:10]=[CH:11][C:12]([C:15]#[N:16])=[N:13][CH:14]=1.C1(P(C2C=CC=CC=2)C2C=CC3C(=CC=CC=3)C=2C2C3C(=CC=CC=3)C=CC=2P(C2C=CC=CC=2)C2C=CC=CC=2)C=CC=CC=1.CC(C)([O-])C.[Na+]. Product: [CH3:1][C@H:2]1[NH:3][CH2:4][CH2:5][N:6]([C:9]2[CH:10]=[CH:11][C:12]([C:15]#[N:16])=[N:13][CH:14]=2)[CH2:7]1. The catalyst class is: 426. (3) Reactant: C([O:3][C:4]([C:6]1[N:7]=[N:8][C:9]([O:12][CH2:13][C:14]2[C:15]([C:20]3[CH:25]=[CH:24][CH:23]=[CH:22][CH:21]=3)=[N:16][O:17][C:18]=2[CH3:19])=[CH:10][CH:11]=1)=[O:5])C.[OH-].[Na+].C(=O)([O-])[O-].[Na+].[Na+]. Product: [CH3:19][C:18]1[O:17][N:16]=[C:15]([C:20]2[CH:21]=[CH:22][CH:23]=[CH:24][CH:25]=2)[C:14]=1[CH2:13][O:12][C:9]1[N:8]=[N:7][C:6]([C:4]([OH:5])=[O:3])=[CH:11][CH:10]=1. The catalyst class is: 8. (4) Product: [Cl:23][CH2:22][CH2:21][CH2:20][N:4]1[CH2:3][CH2:2][N:1]([C:7]2[CH:16]=[CH:15][C:14]3[C:9](=[CH:10][CH:11]=[CH:12][CH:13]=3)[N:8]=2)[CH2:6][CH2:5]1. Reactant: [N:1]1([C:7]2[CH:16]=[CH:15][C:14]3[C:9](=[CH:10][CH:11]=[CH:12][CH:13]=3)[N:8]=2)[CH2:6][CH2:5][NH:4][CH2:3][CH2:2]1.[OH-].[Na+].Br[CH2:20][CH2:21][CH2:22][Cl:23].C(OCC)C. The catalyst class is: 21. (5) Reactant: C(N(P(N(C(C)C)C(C)C)(Cl)([O-])[O-])C(C)C)(C)C.[C:19]([NH:22][C:23]1[CH:59]=[CH:58][N:26]([C@@H:27]2[O:57][C@H:31]([CH2:32][O:33][C:34]([C:51]3[CH:56]=[CH:55][CH:54]=[CH:53][CH:52]=3)([C:43]3[CH:48]=[CH:47][C:46]([O:49][CH3:50])=[CH:45][CH:44]=3)[C:35]3[CH:40]=[CH:39][C:38]([O:41][CH3:42])=[CH:37][CH:36]=3)[C@@H:29]([OH:30])[CH2:28]2)[C:25](=[O:60])[N:24]=1)(=[O:21])[CH3:20].C(N(C(C)C)C(C)C)C.C(O[C@@H]1[C@@H](OC(=O)C)[C@@H](OC(=O)C)[C@@H](COC(=O)C)O[C@H]1OCCOCCO)(=O)C.N1C=NN=N1.C(NC1C=CN([C@@H]2O[C@H](COC(C3C=CC=CC=3)(C3C=CC(OC)=CC=3)C3C=CC(OC)=CC=3)[C@@H]([O:116][P:117]([N:149]([CH:153]([CH3:155])[CH3:154])[CH:150]([CH3:152])[CH3:151])([O:119][CH2:120][CH2:121][O:122][CH2:123][CH2:124][O:125][C@@H:126]3[O:143][C@H:142]([CH2:144][O:145][C:146](=[O:148])[CH3:147])[C@@H:137]([O:138][C:139](=[O:141])[CH3:140])[C@H:132]([O:133][C:134](=[O:136])[CH3:135])[C@H:127]3[O:128][C:129](=[O:131])[CH3:130])=O)C2)C(=O)N=1)(=O)C. Product: [C:19]([NH:22][C:23]1[CH:59]=[CH:58][N:26]([C@@H:27]2[O:57][C@H:31]([CH2:32][O:33][C:34]([C:51]3[CH:56]=[CH:55][CH:54]=[CH:53][CH:52]=3)([C:43]3[CH:48]=[CH:47][C:46]([O:49][CH3:50])=[CH:45][CH:44]=3)[C:35]3[CH:36]=[CH:37][C:38]([O:41][CH3:42])=[CH:39][CH:40]=3)[C@@H:29]([O:30][P:117]([N:149]([CH:153]([CH3:155])[CH3:154])[CH:150]([CH3:151])[CH3:152])([O:119][CH2:120][CH2:121][O:122][CH2:123][CH2:124][O:125][C@@H:126]3[O:143][C@H:142]([CH2:144][O:145][C:146](=[O:148])[CH3:147])[C@H:137]([O:138][C:139](=[O:141])[CH3:140])[C@H:132]([O:133][C:134](=[O:136])[CH3:135])[C@H:127]3[O:128][C:129](=[O:131])[CH3:130])=[O:116])[CH2:28]2)[C:25](=[O:60])[N:24]=1)(=[O:21])[CH3:20]. The catalyst class is: 4. (6) Product: [Cl:1][C:2]1[CH:3]=[C:4]2[C:14](=[CH:15][CH:16]=1)[C:8]1([CH2:13][CH2:12][O:11][CH2:10][CH2:9]1)[C:7](=[O:17])[C:6]([C:18]([NH:41][C@H:40]([C:39]([O:38][C:34]([CH3:37])([CH3:36])[CH3:35])=[O:43])[CH3:42])=[O:19])=[C:5]2[OH:23]. Reactant: [Cl:1][C:2]1[CH:3]=[C:4]2[C:14](=[CH:15][CH:16]=1)[C:8]1([CH2:13][CH2:12][O:11][CH2:10][CH2:9]1)[C:7](=[O:17])[C:6]([C:18](OCC)=[O:19])=[C:5]2[OH:23].C(N(C(C)C)C(C)C)C.Cl.[C:34]([O:38][C:39](=[O:43])[C@H:40]([CH3:42])[NH2:41])([CH3:37])([CH3:36])[CH3:35]. The catalyst class is: 225. (7) Reactant: [Br:1][C:2]1[CH:3]=[C:4]2[C:9](=[CH:10][CH:11]=1)[N:8]([C:12](=O)[CH2:13]Cl)[CH2:7][CH2:6][CH2:5]2.C(=O)([O-])[O-].[K+].[K+].[CH:22]([NH2:25])([CH3:24])[CH3:23]. Product: [Br:1][C:2]1[CH:3]=[C:4]2[C:9](=[CH:10][CH:11]=1)[N:8]([CH2:12][CH2:13][NH:25][CH:22]([CH3:24])[CH3:23])[CH2:7][CH2:6][CH2:5]2. The catalyst class is: 47. (8) Reactant: [C:1]([Si:5]([CH3:38])([CH3:37])[O:6][C:7]([C:10]1[CH:15]=[CH:14][CH:13]=[CH:12][C:11]=1[C:16]1[CH:36]=[CH:35][C:19]2[NH:20][C:21]([CH2:23][O:24][C:25]3[CH:30]=[CH:29][C:28]([C:31]([F:34])([F:33])[F:32])=[CH:27][CH:26]=3)=[N:22][C:18]=2[CH:17]=1)=[CH:8][CH3:9])([CH3:4])([CH3:3])[CH3:2].ClC1C=C(C=CC=1)C(OO)=[O:44]. Product: [C:1]([Si:5]([CH3:38])([CH3:37])[O:6][C:7]1([C:10]2[CH:15]=[CH:14][CH:13]=[CH:12][C:11]=2[C:16]2[CH:36]=[CH:35][C:19]3[NH:20][C:21]([CH2:23][O:24][C:25]4[CH:26]=[CH:27][C:28]([C:31]([F:32])([F:34])[F:33])=[CH:29][CH:30]=4)=[N:22][C:18]=3[CH:17]=2)[CH:8]([CH3:9])[O:44]1)([CH3:3])([CH3:4])[CH3:2]. The catalyst class is: 2.